This data is from Drug-target binding data from BindingDB using Kd measurements. The task is: Regression. Given a target protein amino acid sequence and a drug SMILES string, predict the binding affinity score between them. We predict pKd (pKd = -log10(Kd in M); higher means stronger binding). Dataset: bindingdb_kd. (1) The drug is N#CC[C@H](C1CCCC1)n1cc(-c2ncnc3[nH]ccc23)cn1. The target protein sequence is MGDEKDSWKVKTLDEILQEKKRRKEQEEKAEIKRLKNSDDRDSKRDSLEEGELRDHRMEITIRNSPYRREDSMEDRGEEDDSLAIKPPQQMSRKEKVHHRKDEKRKEKRRHRSHSAEGGKHARVKEKEREHERRKRHREEQDKARREWERQKRREMAREHSRRERDRLEQLERKRERERKMREQQKEQREQKERERRAEERRKEREARREVSAHHRTMREDYSDKVKASHWSRSPPRPPRERFELGDGRKPGEARPARAQKPAQLKEEKMEERDLLSDLQDISDSERKTSSAESSSAESGSGSEEEEEEEEEEEEEGSTSEESEEEEEEEEEEEEETGSNSEEASEQSAEEVSEEEMSEDEERENENHLLVVPESRFDRDSGESEEAEEEVGEGTPQSSALTEGDYVPDSPALSPIELKQELPKYLPALQGCRSVEEFQCLNRIEEGTYGVVYRAKDKKTDEIVALKRLKMEKEKEGFPITSLREINTILKAQHPNIVTV.... The pKd is 5.0. (2) The drug is COc1ccc(C(=O)NCc2ccc(-c3cc(C(=O)O)nn3-c3ccc(Cl)c(Cl)c3)cc2)cc1. The target protein (P27694) has sequence MVGQLSEGAIAAIMQKGDTNIKPILQVINIRPITTGNSPPRYRLLMSDGLNTLSSFMLATQLNPLVEEEQLSSNCVCQIHRFIVNTLKDGRRVVILMELEVLKSAEAVGVKIGNPVPYNEGLGQPQVAPPAPAASPAASSRPQPQNGSSGMGSTVSKAYGASKTFGKAAGPSLSHTSGGTQSKVVPIASLTPYQSKWTICARVTNKSQIRTWSNSRGEGKLFSLELVDESGEIRATAFNEQVDKFFPLIEVNKVYYFSKGTLKIANKQFTAVKNDYEMTFNNETSVMPCEDDHHLPTVQFDFTGIDDLENKSKDSLVDIIGICKSYEDATKITVRSNNREVAKRNIYLMDTSGKVVTATLWGEDADKFDGSRQPVLAIKGARVSDFGGRSLSVLSSSTIIANPDIPEAYKLRGWFDAEGQALDGVSISDLKSGGVGGSNTNWKTLYEVKSENLGQGDKPDYFSSVATVVYLRKENCMYQACPTQDCNKKVIDQQNGLYRC.... The pKd is 7.1. (3) The pKd is 5.0. The small molecule is Cc1[nH]c(/C=C2\C(=O)Nc3ccc(S(=O)(=O)Cc4c(Cl)cccc4Cl)cc32)c(C)c1C(=O)N1CCC[C@@H]1CN1CCCC1. The target protein (Q8NEV4) has sequence MFPLIGKTIIFDNFPDPSDTWEITETIGKGTYGKVFKVLNKKNGQKAAVKILDPIHDIDEEIEAEYNILKALSDHPNVVRFYGIYFKKDKVNGDKLWLVLELCSGGSVTDLVKGFLKRGERMSEPLIAYILHEALMGLQHLHNNKTIHRDVKGNNILLTTEGGVKLVDFGVSAQLTSTRHRRNTSVGTPFWMAPEVIACEQQLDTTYDARCDTWSLGITAIELGDGDPPLADLHPMRALFKIPRNPPPKLRQPELWSAEFNDFISKCLTKDYEKRPTVSELLQHKFITQIEGKDVMLQKQLTEFIGIHQCMGGTEKARRERIHTKKGNFNRPLISNLKDVDDLATLEILDENTVSEQLEKCYSRDQIYVYVGDILIALNPFQSLGLYSTKHSKLYIGSKRTASPPHIFAMADLGYQSMITYNSDQCIVISGESGAGKTENAHLLVQQLTVLGKANNRTLQEKILQVNNLVEAFGNACTIINDNSSRFGKYLEMKFTSSGA.... (4) The small molecule is Cn1c(Nc2ccc(C(F)(F)F)cc2)nc2cc(Oc3ccnc(-c4ncc(C(F)(F)F)[nH]4)c3)ccc21. The target protein (Q13546) has sequence MQPDMSLNVIKMKSSDFLESAELDSGGFGKVSLCFHRTQGLMIMKTVYKGPNCIEHNEALLEEAKMMNRLRHSRVVKLLGVIIEEGKYSLVMEYMEKGNLMHVLKAEMSTPLSVKGRIILEIIEGMCYLHGKGVIHKDLKPENILVDNDFHIKIADLGLASFKMWSKLNNEEHNELREVDGTAKKNGGTLYYMAPEHLNDVNAKPTEKSDVYSFAVVLWAIFANKEPYENAICEQQLIMCIKSGNRPDVDDITEYCPREIISLMKLCWEANPEARPTFPGIEEKFRPFYLSQLEESVEEDVKSLKKEYSNENAVVKRMQSLQLDCVAVPSSRSNSATEQPGSLHSSQGLGMGPVEESWFAPSLEHPQEENEPSLQSKLQDEANYHLYGSRMDRQTKQQPRQNVAYNREEERRRRVSHDPFAQQRPYENFQNTEGKGTAYSSAASHGNAVHQPSGLTSQPQVLYQNNGLYSSHGFGTRPLDPGTAGPRVWYRPIPSHMPSL.... The pKd is 5.3. (5) The small molecule is Cc1[nH]c(/C=C2\C(=O)Nc3ccc(F)cc32)c(C)c1C(=O)NC[C@H](O)CN1CCOCC1. The target protein (P57058) has sequence MPAAAGDGLLGEPAAPGGGGGAEDAARPAAACEGSFLPAWVSGVPRERLRDFQHHKRVGNYLIGSRKLGEGSFAKVREGLHVLTGEKVAIKVIDKKRAKKDTYVTKNLRREGQIQQMIRHPNITQLLDILETENSYYLVMELCPGGNLMHKIYEKKRLEESEARRYIRQLISAVEHLHRAGVVHRDLKIENLLLDEDNNIKLIDFGLSNCAGILGYSDPFSTQCGSPAYAAPELLARKKYGPKIDVWSIGVNMYAMLTGTLPFTVEPFSLRALYQKMVDKEMNPLPTQLSTGAISFLRSLLEPDPVKRPNIQQALANRWLNENYTGKVPCNVTYPNRISLEDLSPSVVLHMTEKLGYKNSDVINTVLSNRACHILAIYFLLNKKLERYLSGKSDIQDSLCYKTRLYQIEKYRAPKESYEASLDTWTRDLEFHAVQDKKPKEQEKRGDFLHRPFSKKLDKNLPSHKQPSGSLMTQIQNTKALLKDRKASKSSFPDKDSFGC.... The pKd is 8.4. (6) The drug is NCCN1C(=O)/C(=C/c2ccc3c(c2)OCO3)SC1=S. The target protein sequence is MAAAAAAGPEMVRGQVFDVGPRYTNLSYIGEGAYGMVCSAYDNLNKVRVAIKKISPFEHQTYCQRTLREIKILLRFRHENIIGINDIIRAPTIEQMKDVYIVQDLMETDLYKLLKTQHLSNDHICYFLYQILRGLKYIHSANVLHRDLKPSNLLLNATCDLKICDFGLARVADPDHDHTGFLTEYVATRWYRAPEIMLNSKGYTKSIDIWSVGCILAEMLSNRPIFPGKHYLDQLNHILGILGSPSQEDLNCIINLKARNYLLSLPHKNKVPWNRLFPNADSKALDLLDKMLTFNPHKRIEVEQALAHPYLEQYYDPSNEPIAEAPFKFDMELDDLPKEKLKELIFEETARFQPGYRS. The pKd is 4.7.